From a dataset of Reaction yield outcomes from USPTO patents with 853,638 reactions. Predict the reaction yield, written as a fraction of the theoretical maximum amount of product (1.0 means a 100% yield; for example, 0.34 means a 34% yield). (1) The reactants are [C:1]([O:5][C:6](=[O:26])[NH:7][CH:8]1[CH2:17][C:16]2[C:11](=[CH:12][CH:13]=[C:14](Br)[CH:15]=2)[N:10]([CH2:19][C:20]2[CH:25]=[CH:24][CH:23]=[CH:22][CH:21]=2)[CH2:9]1)([CH3:4])([CH3:3])[CH3:2].[C:27]1(B(O)O)[CH:32]=[CH:31][CH:30]=[CH:29][CH:28]=1.C([O-])([O-])=O.[Na+].[Na+].N#N. The catalyst is CCO.C1(C)C=CC=CC=1. The product is [C:1]([O:5][C:6](=[O:26])[NH:7][CH:8]1[CH2:17][C:16]2[C:11](=[CH:12][CH:13]=[C:14]([C:27]3[CH:32]=[CH:31][CH:30]=[CH:29][CH:28]=3)[CH:15]=2)[N:10]([CH2:19][C:20]2[CH:25]=[CH:24][CH:23]=[CH:22][CH:21]=2)[CH2:9]1)([CH3:4])([CH3:3])[CH3:2]. The yield is 0.670. (2) The reactants are [O:1]1[CH:5]=[CH:4][CH:3]=[C:2]1[C:6]1[O:7][C:8]([CH3:38])=[C:9]([CH2:11][O:12][C:13]2[CH:35]=[CH:34][C:16]([CH2:17][O:18][C:19]3[CH:23]=[C:22]([C:24](OC)=[O:25])[N:21]([C:28]4[CH:33]=[CH:32][CH:31]=[CH:30][CH:29]=4)[N:20]=3)=[CH:15][C:14]=2[O:36][CH3:37])[N:10]=1.[H-].[Li+].[Al+3].[H-].[H-].[H-].O.O.O.O.O.O.O.O.O.O.[O-]S([O-])(=O)=O.[Na+].[Na+]. The catalyst is O1CCCC1. The product is [O:1]1[CH:5]=[CH:4][CH:3]=[C:2]1[C:6]1[O:7][C:8]([CH3:38])=[C:9]([CH2:11][O:12][C:13]2[CH:35]=[CH:34][C:16]([CH2:17][O:18][C:19]3[CH:23]=[C:22]([CH2:24][OH:25])[N:21]([C:28]4[CH:29]=[CH:30][CH:31]=[CH:32][CH:33]=4)[N:20]=3)=[CH:15][C:14]=2[O:36][CH3:37])[N:10]=1. The yield is 0.980. (3) The reactants are [NH2:1][C:2]1[CH:7]=[CH:6][C:5]([CH:8]2[CH2:13][C:12](=[O:14])[NH:11][C:10](=[O:15])[CH2:9]2)=[CH:4][C:3]=1[C:16]1[CH2:21][CH2:20][C:19]([CH3:23])([CH3:22])[CH2:18][CH:17]=1.C1CN([P+](Br)(N2CCCC2)N2CCCC2)CC1.F[P-](F)(F)(F)(F)F.[K+].[C:49]([C:51]1[N:52]=[C:53]([C:64]([O-])=[O:65])[N:54]([CH2:56][O:57][CH2:58][CH2:59][Si:60]([CH3:63])([CH3:62])[CH3:61])[CH:55]=1)#[N:50].CCN(C(C)C)C(C)C. The catalyst is C(Cl)Cl. The product is [CH3:22][C:19]1([CH3:23])[CH2:20][CH2:21][C:16]([C:3]2[CH:4]=[C:5]([CH:8]3[CH2:9][C:10](=[O:15])[NH:11][C:12](=[O:14])[CH2:13]3)[CH:6]=[CH:7][C:2]=2[NH:1][C:64]([C:53]2[N:54]([CH2:56][O:57][CH2:58][CH2:59][Si:60]([CH3:63])([CH3:62])[CH3:61])[CH:55]=[C:51]([C:49]#[N:50])[N:52]=2)=[O:65])=[CH:17][CH2:18]1. The yield is 0.760. (4) The yield is 0.980. The reactants are [CH2:1]([O:3][C:4](=[O:37])[CH2:5][CH2:6][CH2:7][O:8][C:9]1[CH:14]=[CH:13][CH:12]=[C:11]([CH2:15][CH2:16][CH2:17][CH2:18][CH2:19][CH2:20][O:21][C:22]2[CH:27]=[C:26]([OH:28])[CH:25]=[C:24]([Br:29])[CH:23]=2)[C:10]=1[CH2:30][CH2:31][C:32]([O:34][CH2:35][CH3:36])=[O:33])[CH3:2].C(=O)([O-])[O-].[K+].[K+].CN(C)C=O.I[CH2:50][CH3:51]. The product is [CH2:1]([O:3][C:4](=[O:37])[CH2:5][CH2:6][CH2:7][O:8][C:9]1[CH:14]=[CH:13][CH:12]=[C:11]([CH2:15][CH2:16][CH2:17][CH2:18][CH2:19][CH2:20][O:21][C:22]2[CH:27]=[C:26]([O:28][CH2:50][CH3:51])[CH:25]=[C:24]([Br:29])[CH:23]=2)[C:10]=1[CH2:30][CH2:31][C:32]([O:34][CH2:35][CH3:36])=[O:33])[CH3:2]. The catalyst is O.CC(C)=O. (5) The reactants are [C:1]([C:3]1[CH:4]=[C:5]2[C:10](=[CH:11][CH:12]=1)[CH:9]=[C:8]([CH:13]1[CH2:18][CH2:17][N:16](C(OC(C)(C)C)=O)[CH2:15][CH2:14]1)[CH:7]=[CH:6]2)#[N:2].[Cl:26]CCl. No catalyst specified. The product is [ClH:26].[NH:16]1[CH2:17][CH2:18][CH:13]([C:8]2[CH:9]=[C:10]3[C:5](=[CH:6][CH:7]=2)[CH:4]=[C:3]([C:1]#[N:2])[CH:12]=[CH:11]3)[CH2:14][CH2:15]1. The yield is 1.00. (6) The reactants are C1(NC(N)=S)C=CC=CC=1.[Cl:11][C:12]1[CH:17]=[CH:16][C:15]([NH:18][C:19]([NH:21][C:22]2[CH:27]=[CH:26][CH:25]=[C:24]([F:28])[C:23]=2[F:29])=[S:20])=[C:14]([OH:30])[C:13]=1[S:31]([N:34]([CH3:36])[CH3:35])(=[O:33])=[O:32].[Si:37](Cl)([C:40]([CH3:43])([CH3:42])[CH3:41])([CH3:39])[CH3:38].N1C=CN=C1. No catalyst specified. The product is [F:29][C:23]1[C:24]([F:28])=[CH:25][CH:26]=[CH:27][C:22]=1[NH:21][C:19]([NH:18][C:15]1[CH:16]=[CH:17][C:12]([Cl:11])=[C:13]([S:31]([N:34]([CH3:36])[CH3:35])(=[O:33])=[O:32])[C:14]=1[O:30][Si:37]([C:40]([CH3:43])([CH3:42])[CH3:41])([CH3:39])[CH3:38])=[S:20]. The yield is 0.650. (7) The reactants are Cl[CH2:2][CH2:3][C:4]1[O:5][C:6]2[CH:12]=[C:11]([C:13]3[C:21]4[C:16](=[CH:17][C:18]([F:22])=[CH:19][CH:20]=4)[N:15](S(C4C=CC=CC=4)(=O)=O)[CH:14]=3)[CH:10]=[CH:9][C:7]=2[N:8]=1.[OH-].[Na+].[CH3:34][N:35]1[CH2:40][CH2:39][NH:38][CH2:37][CH2:36]1. The catalyst is CO. The product is [F:22][C:18]1[CH:17]=[C:16]2[C:21]([C:13]([C:11]3[CH:10]=[CH:9][C:7]4[N:8]=[C:4]([CH2:3][CH2:2][N:38]5[CH2:39][CH2:40][N:35]([CH3:34])[CH2:36][CH2:37]5)[O:5][C:6]=4[CH:12]=3)=[CH:14][NH:15]2)=[CH:20][CH:19]=1. The yield is 0.530.